Task: Predict the reactants needed to synthesize the given product.. Dataset: Full USPTO retrosynthesis dataset with 1.9M reactions from patents (1976-2016) Given the product [N+:1]([C:4]1[C:13]2[C:8](=[CH:9][CH:10]=[CH:11][CH:12]=2)[CH:7]=[CH:6][C:5]=1[NH:14][C:15]1[CH:16]=[C:17]([NH:21][C:30](=[O:31])[CH2:29][CH2:28][C:23]2[CH:24]=[CH:25][CH:26]=[CH:27][N:22]=2)[CH:18]=[CH:19][CH:20]=1)([O-:3])=[O:2], predict the reactants needed to synthesize it. The reactants are: [N+:1]([C:4]1[C:13]2[C:8](=[CH:9][CH:10]=[CH:11][CH:12]=2)[CH:7]=[CH:6][C:5]=1[NH:14][C:15]1[CH:20]=[CH:19][CH:18]=[C:17]([NH2:21])[CH:16]=1)([O-:3])=[O:2].[N:22]1[CH:27]=[CH:26][CH:25]=[CH:24][C:23]=1[CH2:28][CH2:29][C:30](O)=[O:31].Cl.C(N=C=NCCCN(C)C)C.